This data is from Reaction yield outcomes from USPTO patents with 853,638 reactions. The task is: Predict the reaction yield, written as a fraction of the theoretical maximum amount of product (1.0 means a 100% yield; for example, 0.34 means a 34% yield). (1) The reactants are [Br:1][C:2]1[N:3]=[CH:4][C:5]([F:11])=[C:6]2[CH:10]=[CH:9][NH:8][C:7]=12.[Al+3].[Cl-].[Cl-].[Cl-].[Cl-].C(C1NC=C[N+]=1C)C.Cl[C:26](=[O:31])[C:27]([O:29]C)=[O:28]. The catalyst is O. The product is [Br:1][C:2]1[N:3]=[CH:4][C:5]([F:11])=[C:6]2[C:10]([C:26](=[O:31])[C:27]([OH:29])=[O:28])=[CH:9][NH:8][C:7]=12. The yield is 0.920. (2) The reactants are [Cl:1][C:2]1[N:7]=[CH:6][C:5]([C:8]([NH:10][C:11]2[C:16]3[S:17][C:18]([C:20]([OH:22])=O)=[CH:19][C:15]=3[CH:14]=[CH:13][CH:12]=2)=[O:9])=[CH:4][CH:3]=1.C(Cl)CCl.C1C=CC2N(O)N=NC=2C=1.[NH2:37][C:38]1[C:39]([O:53][CH3:54])=[C:40]([NH:48][S:49]([CH3:52])(=[O:51])=[O:50])[CH:41]=[C:42]([C:44]([CH3:47])([CH3:46])[CH3:45])[CH:43]=1. The catalyst is CN(C=O)C. The product is [C:44]([C:42]1[CH:41]=[C:40]([NH:48][S:49]([CH3:52])(=[O:51])=[O:50])[C:39]([O:53][CH3:54])=[C:38]([NH:37][C:20]([C:18]2[S:17][C:16]3[C:11]([NH:10][C:8](=[O:9])[C:5]4[CH:4]=[CH:3][C:2]([Cl:1])=[N:7][CH:6]=4)=[CH:12][CH:13]=[CH:14][C:15]=3[CH:19]=2)=[O:22])[CH:43]=1)([CH3:47])([CH3:45])[CH3:46]. The yield is 0.410.